Task: Predict the reactants needed to synthesize the given product.. Dataset: Full USPTO retrosynthesis dataset with 1.9M reactions from patents (1976-2016) (1) Given the product [C:19]1([C:10]2[C:4]3[C:5](=[N:6][CH:7]=[C:2]([C:13]4[CH:12]=[C:11]([OH:17])[CH:16]=[CH:15][CH:14]=4)[CH:3]=3)[NH:8][CH:9]=2)[CH2:20][CH2:21][CH2:22][CH2:23][CH:24]=1, predict the reactants needed to synthesize it. The reactants are: Br[C:2]1[CH:3]=[C:4]2[CH:10]=[CH:9][NH:8][C:5]2=[N:6][CH:7]=1.[C:11]1(=[O:17])[CH2:16][CH2:15][CH2:14][CH2:13][CH2:12]1.O[C:19]1[CH:20]=[C:21](B(O)O)[CH:22]=[CH:23][CH:24]=1.C(=O)([O-])[O-].[Na+].[Na+]. (2) Given the product [CH3:1][C:2]1[N:7]2[N:8]=[CH:9][C:10]([C:11]3[O:13][N:27]=[C:26]([C:28]4[S:29][C:30]([S:33]([NH2:34])(=[O:36])=[O:35])=[CH:31][CH:32]=4)[N:25]=3)=[C:6]2[N:5]=[C:4]([C:14]2[CH:19]=[CH:18][C:17]([C:20]([F:22])([F:21])[F:23])=[CH:16][CH:15]=2)[CH:3]=1, predict the reactants needed to synthesize it. The reactants are: [CH3:1][C:2]1[N:7]2[N:8]=[CH:9][C:10]([C:11]([OH:13])=O)=[C:6]2[N:5]=[C:4]([C:14]2[CH:19]=[CH:18][C:17]([C:20]([F:23])([F:22])[F:21])=[CH:16][CH:15]=2)[CH:3]=1.O[NH:25][C:26]([C:28]1[S:29][C:30]([S:33](=[O:36])(=[O:35])[NH2:34])=[CH:31][CH:32]=1)=[NH:27]. (3) Given the product [CH:16]1([N:5]2[C:4]3[N:3]=[C:2]([NH:21][NH2:22])[N:11]=[CH:10][C:9]=3[N:8]([CH3:12])[C:7](=[O:13])[C@H:6]2[CH2:14][CH3:15])[CH2:20][CH2:19][CH2:18][CH2:17]1, predict the reactants needed to synthesize it. The reactants are: Cl[C:2]1[N:11]=[CH:10][C:9]2[N:8]([CH3:12])[C:7](=[O:13])[C@@H:6]([CH2:14][CH3:15])[N:5]([CH:16]3[CH2:20][CH2:19][CH2:18][CH2:17]3)[C:4]=2[N:3]=1.[NH2:21][NH2:22]. (4) Given the product [C:30]1([CH3:40])[CH:31]=[CH:32][C:33]([S:36]([OH:39])(=[O:37])=[O:38])=[CH:34][CH:35]=1.[C:21]([C:17]1[CH:16]=[C:15]([C:14]2[NH:10][N:11]=[C:12]([C:23]3[CH:28]=[CH:27][N:26]=[CH:25][CH:24]=3)[N:13]=2)[CH:20]=[CH:19][N:18]=1)#[N:22], predict the reactants needed to synthesize it. The reactants are: C(OC[N:10]1[C:14]([C:15]2[CH:20]=[CH:19][N:18]=[C:17]([C:21]#[N:22])[CH:16]=2)=[N:13][C:12]([C:23]2[CH:28]=[CH:27][N:26]=[CH:25][CH:24]=2)=[N:11]1)C1C=CC=CC=1.O.[C:30]1([CH3:40])[CH:35]=[CH:34][C:33]([S:36]([OH:39])(=[O:38])=[O:37])=[CH:32][CH:31]=1. (5) Given the product [OH:4][CH2:3][C:5]1[CH:9]=[C:8]([C:10]2[CH:11]=[C:12]([C:16]([NH:19][S:20]([CH2:23][C:24]([F:27])([F:26])[F:25])(=[O:22])=[O:21])([CH3:18])[CH3:17])[CH:13]=[CH:14][CH:15]=2)[N:7]([CH3:28])[N:6]=1, predict the reactants needed to synthesize it. The reactants are: [BH4-].[Na+].[CH:3]([C:5]1[CH:9]=[C:8]([C:10]2[CH:11]=[C:12]([C:16]([NH:19][S:20]([CH2:23][C:24]([F:27])([F:26])[F:25])(=[O:22])=[O:21])([CH3:18])[CH3:17])[CH:13]=[CH:14][CH:15]=2)[N:7]([CH3:28])[N:6]=1)=[O:4].[NH4+].[Cl-]. (6) The reactants are: O1[C:5]2([CH2:10][CH2:9][CH:8]([N:11]3[C:16](=[O:17])[C:15]([CH2:18][C:19]4[CH:24]=[CH:23][C:22]([C:25]5[C:26]([C:31]#[N:32])=[CH:27][CH:28]=[CH:29][CH:30]=5)=[C:21]([CH3:33])[CH:20]=4)=[C:14]([CH2:34][CH2:35][CH3:36])[N:13]4[N:37]=[CH:38][CH:39]=[C:12]34)[CH2:7][CH2:6]2)[O:4]CC1.Cl.[OH-].[Na+]. Given the product [OH:4][C@H:5]1[CH2:6][CH2:7][C@H:8]([N:11]2[C:16](=[O:17])[C:15]([CH2:18][C:19]3[CH:24]=[CH:23][C:22]([C:25]4[C:26]([C:31]#[N:32])=[CH:27][CH:28]=[CH:29][CH:30]=4)=[C:21]([CH3:33])[CH:20]=3)=[C:14]([CH2:34][CH2:35][CH3:36])[N:13]3[N:37]=[CH:38][CH:39]=[C:12]23)[CH2:9][CH2:10]1, predict the reactants needed to synthesize it.